From a dataset of Forward reaction prediction with 1.9M reactions from USPTO patents (1976-2016). Predict the product of the given reaction. (1) Given the reactants [BH4-].[Na+].C(O)C.[N:6]1([CH2:24][C:25]([C:27]2[CH:32]=[CH:31][C:30]([N+:33]([O-:35])=[O:34])=[CH:29][CH:28]=2)=[O:26])[CH2:11][CH2:10][N:9]([CH2:12][C:13]([C:15]2[CH:20]=[CH:19][C:18]([N+:21]([O-:23])=[O:22])=[CH:17][CH:16]=2)=[O:14])[CH2:8][CH2:7]1, predict the reaction product. The product is: [N:6]1([CH2:24][CH:25]([C:27]2[CH:28]=[CH:29][C:30]([N+:33]([O-:35])=[O:34])=[CH:31][CH:32]=2)[OH:26])[CH2:11][CH2:10][N:9]([CH2:12][CH:13]([C:15]2[CH:16]=[CH:17][C:18]([N+:21]([O-:23])=[O:22])=[CH:19][CH:20]=2)[OH:14])[CH2:8][CH2:7]1. (2) Given the reactants [CH3:1][C:2]1[N:3]=[C:4]2[CH:9]=[CH:8][C:7]([C:10]([OH:12])=O)=[CH:6][N:5]2[C:13]=1[C:14]1[CH:19]=[CH:18][CH:17]=[CH:16][CH:15]=1.[N:20]1([C:26]([O:28][C:29]([CH3:32])([CH3:31])[CH3:30])=[O:27])[CH2:25][CH2:24][NH:23][CH2:22][CH2:21]1.CCN(C(C)C)C(C)C.C1CN([P+](ON2N=NC3C=CC=CC2=3)(N2CCCC2)N2CCCC2)CC1.F[P-](F)(F)(F)(F)F, predict the reaction product. The product is: [CH3:1][C:2]1[N:3]=[C:4]2[CH:9]=[CH:8][C:7]([C:10]([N:23]3[CH2:22][CH2:21][N:20]([C:26]([O:28][C:29]([CH3:32])([CH3:31])[CH3:30])=[O:27])[CH2:25][CH2:24]3)=[O:12])=[CH:6][N:5]2[C:13]=1[C:14]1[CH:19]=[CH:18][CH:17]=[CH:16][CH:15]=1.